This data is from Reaction yield outcomes from USPTO patents with 853,638 reactions. The task is: Predict the reaction yield, written as a fraction of the theoretical maximum amount of product (1.0 means a 100% yield; for example, 0.34 means a 34% yield). (1) The reactants are C1CCN2C(=NCCC2)CC1.[C:12]([O:16][C:17]([NH:19][OH:20])=[O:18])([CH3:15])([CH3:14])[CH3:13].Br[CH2:22][CH2:23][CH2:24][CH2:25][CH2:26][CH2:27][OH:28]. The catalyst is C(Cl)Cl. The product is [C:12]([O:16][C:17]([NH:19][O:20][CH2:22][CH2:23][CH2:24][CH2:25][CH2:26][CH2:27][OH:28])=[O:18])([CH3:15])([CH3:14])[CH3:13]. The yield is 0.770. (2) The reactants are CC([N:5]([CH2:9][C:10]1[N:14]2[CH:15]=[CH:16][CH:17]=[CH:18][C:13]2=[N:12][C:11]=1[CH:19]=O)[C:6](=[O:8])[O-:7])(C)C.[CH3:21][NH:22][C@@H:23]1[C:32]2[N:31]=[CH:30][CH:29]=[CH:28][C:27]=2[CH2:26][CH2:25][CH2:24]1.CN(CC1N=C2C=CC=CN2[C:38]=1[C:39]1[CH:44]=CN=C[CH:40]=1)[C@@H]1[C:44]2N=CC=[CH:40][C:39]=2[CH2:38]CC1. No catalyst specified. The product is [CH3:21][N:22]([CH2:19][C:11]1[N:12]=[C:13]2[CH:18]=[CH:17][CH:16]=[CH:15][N:14]2[C:10]=1[CH2:9][NH:5][C:6](=[O:8])[O:7][C:39]([CH3:40])([CH3:44])[CH3:38])[C@@H:23]1[C:32]2[N:31]=[CH:30][CH:29]=[CH:28][C:27]=2[CH2:26][CH2:25][CH2:24]1. The yield is 0.910. (3) The yield is 0.510. The reactants are [CH:1]1[C:11]2[CH2:10][CH2:9][C:8]3[CH:12]=[CH:13][CH:14]=[CH:15][C:7]=3[C:6](=[CH:16][C:17]3[CH:22]=[CH:21][C:20]([NH2:23])=[CH:19][CH:18]=3)[C:5]=2[CH:4]=[CH:3][CH:2]=1.[CH2:24]([S:27](Cl)(=[O:29])=[O:28])[CH2:25][CH3:26]. No catalyst specified. The product is [CH:1]1[C:11]2[CH2:10][CH2:9][C:8]3[CH:12]=[CH:13][CH:14]=[CH:15][C:7]=3[C:6](=[CH:16][C:17]3[CH:22]=[CH:21][C:20]([NH:23][S:27]([CH2:24][CH2:25][CH3:26])(=[O:29])=[O:28])=[CH:19][CH:18]=3)[C:5]=2[CH:4]=[CH:3][CH:2]=1. (4) The reactants are [F:1][C:2]1[CH:7]=[CH:6][C:5]([N:8]2[C:17]3[C:12](=[CH:13][C:14]([OH:18])=[CH:15][CH:16]=3)[C:11](=[O:19])[C:10]([C:20]([O:22][CH3:23])=[O:21])=[CH:9]2)=[CH:4][CH:3]=1.[N:24]1[CH:29]=[CH:28][CH:27]=[C:26]([CH2:30]O)[CH:25]=1.C1(P(C2C=CC=CC=2)C2C=CC=CC=2)C=CC=CC=1.CC(OC(/N=N/C(OC(C)(C)C)=O)=O)(C)C. The catalyst is C1COCC1. The product is [F:1][C:2]1[CH:3]=[CH:4][C:5]([N:8]2[C:17]3[C:12](=[CH:13][C:14]([O:18][CH2:30][C:26]4[CH:25]=[N:24][CH:29]=[CH:28][CH:27]=4)=[CH:15][CH:16]=3)[C:11](=[O:19])[C:10]([C:20]([O:22][CH3:23])=[O:21])=[CH:9]2)=[CH:6][CH:7]=1. The yield is 0.770. (5) The reactants are Br[C:2]1[N:3]=[C:4]2[N:11]([CH2:12][CH:13]3[CH2:18][CH2:17][O:16][CH2:15][CH2:14]3)[CH2:10][C:9](=[O:19])[NH:8][C:5]2=[N:6][CH:7]=1.C[Sn](C)(C)[C:22]1[CH:23]=[CH:24][C:25]([C:28]([OH:31])([CH3:30])[CH3:29])=[N:26][CH:27]=1.ClCCl. The catalyst is CN(C)C=O. The product is [OH:31][C:28]([C:25]1[N:26]=[CH:27][C:22]([C:2]2[N:3]=[C:4]3[N:11]([CH2:12][CH:13]4[CH2:18][CH2:17][O:16][CH2:15][CH2:14]4)[CH2:10][C:9](=[O:19])[NH:8][C:5]3=[N:6][CH:7]=2)=[CH:23][CH:24]=1)([CH3:30])[CH3:29]. The yield is 0.358. (6) The reactants are [F-].C([N+](CCCC)(CCCC)CCCC)CCC.[CH3:19][C:20]1[CH:27]=[CH:26][C:23]([CH:24]=[O:25])=[CH:22][CH:21]=1.[Si]([C:32]([F:35])([F:34])[F:33])(C)(C)C.Cl. The catalyst is C1COCC1. The product is [CH3:19][C:20]1[CH:27]=[CH:26][C:23]([CH:24]([OH:25])[C:32]([F:35])([F:34])[F:33])=[CH:22][CH:21]=1. The yield is 0.860.